Task: Predict the product of the given reaction.. Dataset: Forward reaction prediction with 1.9M reactions from USPTO patents (1976-2016) (1) Given the reactants [NH2:1][C:2]1[CH:3]=[N:4][CH:5]=[C:6]([Br:8])[CH:7]=1.[H-].[Na+].Cl[C:12]1[C:21]2[C:16](=[CH:17][C:18]([F:23])=[CH:19][C:20]=2[F:22])[N:15]=[C:14]([C:24]2[CH:29]=[CH:28][CH:27]=[CH:26][N:25]=2)[C:13]=1[CH3:30].C(=O)([O-])[O-].[Na+].[Na+], predict the reaction product. The product is: [Br:8][C:6]1[CH:7]=[C:2]([NH:1][C:12]2[C:21]3[C:16](=[CH:17][C:18]([F:23])=[CH:19][C:20]=3[F:22])[N:15]=[C:14]([C:24]3[CH:29]=[CH:28][CH:27]=[CH:26][N:25]=3)[C:13]=2[CH3:30])[CH:3]=[N:4][CH:5]=1. (2) Given the reactants [O:1]=[C:2]1[C:11]2[C:6](=[C:7]([C:12](O)=[O:13])[CH:8]=[CH:9][CH:10]=2)[NH:5][C:4]([C:15]2[CH:20]=[CH:19][CH:18]=[C:17]([C:21]([F:24])([F:23])[F:22])[CH:16]=2)=[CH:3]1.CN(C(O[N:33]1N=N[C:35]2[CH:36]=[CH:37][CH:38]=[N:39][C:34]1=2)=[N+](C)C)C.F[P-](F)(F)(F)(F)F.NC1C=CC=CN=1.C(N(C(C)C)CC)(C)C, predict the reaction product. The product is: [O:1]=[C:2]1[C:11]2[C:6](=[C:7]([C:12]([NH:33][C:34]3[CH:35]=[CH:36][CH:37]=[CH:38][N:39]=3)=[O:13])[CH:8]=[CH:9][CH:10]=2)[NH:5][C:4]([C:15]2[CH:20]=[CH:19][CH:18]=[C:17]([C:21]([F:22])([F:24])[F:23])[CH:16]=2)=[CH:3]1. (3) Given the reactants Cl.[O:2]1[C:6]2[CH:7]=[CH:8][CH:9]=[C:10]([CH:11]3[CH2:16][CH2:15][N:14]([CH2:17][CH2:18][C@H:19]4[CH2:24][CH2:23][C@H:22]([NH2:25])[CH2:21][CH2:20]4)[CH2:13][CH2:12]3)[C:5]=2[O:4][CH2:3]1.[CH3:26][O:27][CH:28]([CH3:33])[CH2:29][C:30](O)=[O:31], predict the reaction product. The product is: [O:2]1[C:6]2[CH:7]=[CH:8][CH:9]=[C:10]([CH:11]3[CH2:16][CH2:15][N:14]([CH2:17][CH2:18][C@H:19]4[CH2:20][CH2:21][C@H:22]([NH:25][C:30](=[O:31])[CH2:29][CH:28]([O:27][CH3:26])[CH3:33])[CH2:23][CH2:24]4)[CH2:13][CH2:12]3)[C:5]=2[O:4][CH2:3]1. (4) Given the reactants [H-].[Na+].[O:3]=[C:4]1[NH:9][CH2:8][CH2:7][N:6]2[N:10]=[C:11]([C:13]([O:15][CH2:16][CH3:17])=[O:14])[CH:12]=[C:5]12.[CH2:18](Br)[C:19]1[CH:24]=[CH:23][CH:22]=[CH:21][CH:20]=1, predict the reaction product. The product is: [CH2:18]([N:9]1[CH2:8][CH2:7][N:6]2[N:10]=[C:11]([C:13]([O:15][CH2:16][CH3:17])=[O:14])[CH:12]=[C:5]2[C:4]1=[O:3])[C:19]1[CH:24]=[CH:23][CH:22]=[CH:21][CH:20]=1. (5) Given the reactants [Cl:1][C:2]1[CH:3]=[C:4]([CH:8]=[CH:9][C:10]=1[O:11][CH2:12][O:13][CH3:14])[C:5]([OH:7])=O.CCN=C=NCCCN(C)C.C1C=C2N=NN(O)C2=CC=1.O.[C:37]([NH2:46])([C:40]1[CH:45]=[CH:44][CH:43]=[CH:42][CH:41]=1)([CH3:39])[CH3:38], predict the reaction product. The product is: [Cl:1][C:2]1[CH:3]=[C:4]([CH:8]=[CH:9][C:10]=1[O:11][CH2:12][O:13][CH3:14])[C:5]([NH:46][C:37]([CH3:39])([C:40]1[CH:45]=[CH:44][CH:43]=[CH:42][CH:41]=1)[CH3:38])=[O:7]. (6) The product is: [NH2:26][C:18]1[O:19][C@H:20]([C:22]([F:25])([F:24])[F:23])[CH2:21][C@:16]([C:14]2[CH:15]=[C:10]([NH:9][C:7]3[O:8][C:4]4[CH:3]=[C:2]([Cl:1])[CH:38]=[CH:37][C:5]=4[N:6]=3)[CH:11]=[CH:12][C:13]=2[F:36])([CH3:35])[N:17]=1. Given the reactants [Cl:1][C:2]1[CH:38]=[CH:37][C:5]2[N:6]=[C:7]([NH:9][C:10]3[CH:11]=[CH:12][C:13]([F:36])=[C:14]([C@:16]4([CH3:35])[CH2:21][C@@H:20]([C:22]([F:25])([F:24])[F:23])[O:19][C:18]([NH:26]C(=O)C5C=CC=CC=5)=[N:17]4)[CH:15]=3)[O:8][C:4]=2[CH:3]=1.C1CCN2C(=NCCC2)CC1.CO, predict the reaction product.